From a dataset of Experimentally validated miRNA-target interactions with 360,000+ pairs, plus equal number of negative samples. Binary Classification. Given a miRNA mature sequence and a target amino acid sequence, predict their likelihood of interaction. (1) The miRNA is hsa-miR-5698 with sequence UGGGGGAGUGCAGUGAUUGUGG. The protein sequence of the target gene is MAKYQGEVQSLKLDDDSVIEGVSDQVLVAVVVSFALIATLVYALFRNVHQNIHPENQELVRVLREQLQTEQDAPAATRQQFYTDMYCPICLHQASFPVETNCGHLFCGACIIAYWRYGSWLGAISCPICRQTVTLLLTVFGEDDQSQDVLRLHQDINDYNRRFSGQPRSIMERIMDLPTLLRHAFREMFSVGGLFWMFRIRIILCLMGAFFYLISPLDFVPEALFGILGFLDDFFVIFLLLIYISIMYREVITQRLTR. Result: 1 (interaction). (2) The miRNA is hsa-miR-892c-3p with sequence CACUGUUUCCUUUCUGAGUGGA. The protein sequence of the target gene is MQRLVLVSILLCANFSCYPDTFATPQRASIKALRNANLRRDESNHLTDLYQREENIQVTSNGHVQSPRFPNSYPRNLLLTWWLRSQEKTRIQLSFDHQFGLEEAENDICRYDFVEVEEVSESSTVVRGRWCGHKEIPPRITSRTNQIKITFKSDDYFVAKPGFKIYYSFVEDFQPEAASETNWESVTSSFSGVSYHSPSITDPTLTADALDKTVAEFDTVEDLLKHFNPVSWQDDLENLYLDTPHYRGRSYHDRKSKVDLDRLNDDVKRYSCTPRNHSVNLREELKLTNAVFFPRCLLVQ.... Result: 0 (no interaction). (3) The protein sequence of the target gene is MASAVWGSAPWWGPPPPAPARPLTDIDFCSGAQLQELTQLIQELGVQESWSDGPKPGADLLRAKDFVFSLLGLVHRRDPRFPPQAELLLLRGGIREGSLDLGHAPLGPYARGPHYDAGFTLLVPMFSLDGTELQLDLESCYAQVCLPEMVCGTPIREMWQDCLGPPVPGARDSIHRTESEESSKDWQSSVDQPHSYVTEHEAPVSLEKSPSDVSASESPQHDVVDLGSTAPLKTMSSDVTKAAVESPVPKPSEAREAWPTLCSAQVAAWFFATLAAVAESLIPVPGAPRLVHAARHAGFT.... The miRNA is hsa-miR-4738-5p with sequence ACCAGCGCGUUUUCAGUUUCAU. Result: 0 (no interaction). (4) The miRNA is hsa-miR-6817-5p with sequence UCUGCCAUAGGAAGCUUGGAGUGG. The protein sequence of the target gene is MGDMKTPDFDDLLAAFDIPDPTSLDAKEAIQTPSEENESPLKPPGICMDESVSLSHSGSAPDVPAVSVIVKNTSRQESFEAEKDHITPSLLHNGFRGSDLPPDPHNCGKFDSTFMNGDSARSFPGKLEPPKSEPLPTFNQFSPISSPEPEDPIKDNGFGIKPKHSDSYFPPPLGCGAVGGPVLEALAKFPVPELHMFDHFCKKEPKPEPLPLGSQQEHEQSGQNTVEPHKDPDATRFFGEALEFNSHPSNSIGESKGLARELGTCSSVPPRQRLKPAHSKLSSCVAALVALQAKRVASVT.... Result: 1 (interaction).